This data is from Retrosynthesis with 50K atom-mapped reactions and 10 reaction types from USPTO. The task is: Predict the reactants needed to synthesize the given product. (1) Given the product CC1CCC(C)C1OC(=O)C1(NC(=O)OC(C)(C)C)CC1, predict the reactants needed to synthesize it. The reactants are: CC(C)(C)OC(=O)NC1(C(=O)O)CC1.CC1CCC(C)C1O. (2) Given the product COc1cc2ncnc(N3CCNC(c4cccc5ccccc45)C3)c2cc1OC, predict the reactants needed to synthesize it. The reactants are: COc1cc2ncnc(Cl)c2cc1OC.c1ccc2c(C3CNCCN3)cccc2c1. (3) Given the product Cc1ccc(C)n1CCO, predict the reactants needed to synthesize it. The reactants are: CC(=O)CCC(C)=O.NCCO.